Task: Binary Classification. Given a miRNA mature sequence and a target amino acid sequence, predict their likelihood of interaction.. Dataset: Experimentally validated miRNA-target interactions with 360,000+ pairs, plus equal number of negative samples The miRNA is hsa-miR-6862-5p with sequence CGGGCAUGCUGGGAGAGACUUU. The protein sequence of the target gene is MVGLLLFFFPAIFLEVSLLPRSPGRKVLLAGASSQRSVARMDGDVIIGALFSVHHQPPAEKVPERKCGEIREQYGIQRVEAMFHTLDKINADPVLLPNITLGSEIRDSCWHSSVALEQSIEFIRDSLISIRDEKDGINRCLPDGQSLPPGRTKKPIAGVIGPGSSSVAIQVQNLLQLFDIPQIAYSATSIDLSDKTLYKYFLRVVPSDTLQARAMLDIVKRYNWTYVSAVHTEGNYGESGMDAFKELAAQEGLCIAHSDKIYSNAGEKSFDRLLRKLRERLPKARVVVCFCEGMTVRGLL.... Result: 1 (interaction).